From a dataset of Retrosynthesis with 50K atom-mapped reactions and 10 reaction types from USPTO. Predict the reactants needed to synthesize the given product. (1) Given the product CC(=O)Nc1cc2c(Nc3ccc(Sc4nccn4C)c(Cl)c3)c(C#N)cnc2cc1N1CCC(N2CCCC2)CC1, predict the reactants needed to synthesize it. The reactants are: CC(=O)Cl.Cn1ccnc1Sc1ccc(Nc2c(C#N)cnc3cc(N4CCC(N5CCCC5)CC4)c(N)cc23)cc1Cl. (2) Given the product CCOC(OCC)c1cc2cncc(-c3cccc(Oc4ccncc4)c3)c2o1, predict the reactants needed to synthesize it. The reactants are: Brc1ccncc1.CCOC(OCC)c1cc2cncc(-c3cccc(O)c3)c2o1. (3) Given the product CNC(=O)Oc1ccc2onc(NCCN3CCOCC3)c2c1, predict the reactants needed to synthesize it. The reactants are: CN=C=O.Oc1ccc2onc(NCCN3CCOCC3)c2c1. (4) Given the product CC(C)CCn1c(=O)oc(=O)c2cccnc21, predict the reactants needed to synthesize it. The reactants are: CC(C)CCBr.O=c1[nH]c2ncccc2c(=O)o1. (5) The reactants are: COc1ccc2cc(C=O)[nH]c2c1.NC12CC3CC(CC(C3)C1)C2. Given the product COc1ccc2cc(CNC34CC5CC(CC(C5)C3)C4)[nH]c2c1, predict the reactants needed to synthesize it. (6) Given the product Cc1csc([C@@H](C)NC(=O)c2ccc(-c3cnc4nnc(C5(c6ccc7ncccc7c6)CC5)n4n3)cc2)n1, predict the reactants needed to synthesize it. The reactants are: Cc1csc([C@@H](C)N)n1.O=C(O)c1ccc(-c2cnc3nnc(C4(c5ccc6ncccc6c5)CC4)n3n2)cc1. (7) Given the product Cc1cc(C)c(NC(=O)Cc2ccc(F)cc2)c(-c2cccc(N)c2)c1, predict the reactants needed to synthesize it. The reactants are: Cc1cc(C)c(NC(=O)Cc2ccc(F)cc2)c(Br)c1.Nc1cccc(B(O)O)c1.